This data is from Forward reaction prediction with 1.9M reactions from USPTO patents (1976-2016). The task is: Predict the product of the given reaction. (1) Given the reactants [NH:1]1C2C(=CC=CC=2)[C:4](=[O:5])[C:2]1=O.[C:12]([C:16]1[CH:22]=[CH:21][CH:20]=[CH:19][C:17]=1[NH2:18])([CH3:15])([CH3:14])[CH3:13].ClC(Cl)(Cl)C(O)[OH:26].Cl.NO.S([O-])([O-])(=O)=O.[Na+].[Na+], predict the reaction product. The product is: [C:12]([C:16]1[CH:22]=[CH:21][CH:20]=[CH:19][C:17]=1[NH:18][C:4](=[O:5])[CH:2]=[N:1][OH:26])([CH3:15])([CH3:13])[CH3:14]. (2) Given the reactants [CH3:1][C:2]1[N:7]=[C:6]([C:8]2[C:9]([C:16]3[CH:17]=[CH:18][C:19]4[N:23]=[CH:22][N:21]([CH2:24][CH2:25][CH2:26][OH:27])[C:20]=4[CH:28]=3)=[C:10]3[CH2:15][CH2:14][CH2:13][N:11]3[N:12]=2)[CH:5]=[CH:4][CH:3]=1.[CH3:29][S:30](Cl)(=[O:32])=[O:31], predict the reaction product. The product is: [CH3:1][C:2]1[N:7]=[C:6]([C:8]2[C:9]([C:16]3[CH:17]=[CH:18][C:19]4[N:23]=[CH:22][N:21]([CH2:24][CH2:25][CH2:26][O:27][S:30]([CH3:29])(=[O:32])=[O:31])[C:20]=4[CH:28]=3)=[C:10]3[CH2:15][CH2:14][CH2:13][N:11]3[N:12]=2)[CH:5]=[CH:4][CH:3]=1. (3) Given the reactants [OH:1][CH:2]1[CH2:7][CH2:6][N:5]([C:8]([O:10][C:11]([CH3:14])([CH3:13])[CH3:12])=[O:9])[CH2:4][CH2:3]1.[H-].[Na+].F[C:18]1[CH:23]=[CH:22][C:21]([N+:24]([O-:26])=[O:25])=[CH:20][CH:19]=1, predict the reaction product. The product is: [N+:24]([C:21]1[CH:22]=[CH:23][C:18]([O:1][CH:2]2[CH2:3][CH2:4][N:5]([C:8]([O:10][C:11]([CH3:14])([CH3:13])[CH3:12])=[O:9])[CH2:6][CH2:7]2)=[CH:19][CH:20]=1)([O-:26])=[O:25]. (4) Given the reactants [CH2:1]([O:8][CH2:9][C@H:10]1[CH2:12][O:11]1)[C:2]1[CH:7]=[CH:6][CH:5]=[CH:4][CH:3]=1.[NH4+].[Cl-].[N-:15]=[N+:16]=[N-:17].[Na+], predict the reaction product. The product is: [N:15]([CH2:12][C@@H:10]([OH:11])[CH2:9][O:8][CH2:1][C:2]1[CH:7]=[CH:6][CH:5]=[CH:4][CH:3]=1)=[N+:16]=[N-:17]. (5) Given the reactants [NH2:1][C:2]1[CH:3]=[C:4]([C:8]2[C:16]3[C:11](=[CH:12][CH:13]=[C:14]([C:17]([NH2:19])=[O:18])[CH:15]=3)[N:10](C3CCCCO3)[N:9]=2)[CH:5]=[CH:6][CH:7]=1.[C:26]1([CH2:32][C:33](O)=[O:34])[CH:31]=[CH:30][CH:29]=[CH:28][CH:27]=1.CCN=C=NCCCN(C)C, predict the reaction product. The product is: [C:26]1([CH2:32][C:33]([NH:1][C:2]2[CH:3]=[C:4]([C:8]3[C:16]4[C:11](=[CH:12][CH:13]=[C:14]([C:17]([NH2:19])=[O:18])[CH:15]=4)[NH:10][N:9]=3)[CH:5]=[CH:6][CH:7]=2)=[O:34])[CH:31]=[CH:30][CH:29]=[CH:28][CH:27]=1. (6) Given the reactants C(OC(=O)[NH:7][C@@H:8]([CH2:34][C:35]1[S:36][CH:37]=[CH:38][CH:39]=1)[C:9]([N:11]1[CH2:16][CH2:15][C:14]([C:25](=[O:33])[NH:26][CH:27]2[CH2:32][CH2:31][CH2:30][CH2:29][CH2:28]2)([CH2:17][C:18]2[CH:23]=[CH:22][C:21](I)=[CH:20][CH:19]=2)[CH2:13][CH2:12]1)=[O:10])(C)(C)C.[CH3:41][O:42][C:43]1[CH:44]=[C:45](B(O)O)[CH:46]=[CH:47][CH:48]=1.C(=O)([O-])[O-].[Na+].[Na+], predict the reaction product. The product is: [CH:27]1([NH:26][C:25]([C:14]2([CH2:17][C:18]3[CH:19]=[CH:20][C:21]([C:45]4[CH:46]=[CH:47][CH:48]=[C:43]([O:42][CH3:41])[CH:44]=4)=[CH:22][CH:23]=3)[CH2:15][CH2:16][N:11]([C:9](=[O:10])[C@@H:8]([NH2:7])[CH2:34][C:35]3[S:36][CH:37]=[CH:38][CH:39]=3)[CH2:12][CH2:13]2)=[O:33])[CH2:28][CH2:29][CH2:30][CH2:31][CH2:32]1. (7) Given the reactants O[O:2][S:3]([O-:5])=O.[K+].O.CS[C:10]1[CH:11]=[C:12]([CH:16]=[C:17]([C:19]([F:22])([F:21])[F:20])[N:18]=1)[C:13]([OH:15])=[O:14].[C:23](O)(=O)CC(CC(O)=O)(C(O)=O)O, predict the reaction product. The product is: [CH3:23][S:3]([C:10]1[CH:11]=[C:12]([CH:16]=[C:17]([C:19]([F:22])([F:20])[F:21])[N:18]=1)[C:13]([OH:15])=[O:14])(=[O:5])=[O:2].